From a dataset of Catalyst prediction with 721,799 reactions and 888 catalyst types from USPTO. Predict which catalyst facilitates the given reaction. (1) Product: [Br:3][C:4]1[C:5]([CH3:18])=[C:6]([CH3:17])[C:7]2[O:11][C:10]([CH2:13][N:24]([CH3:23])[CH3:19])([CH3:12])[CH2:9][C:8]=2[C:15]=1[CH3:16]. Reactant: C=O.[Br:3][C:4]1[C:5]([CH3:18])=[C:6]([CH3:17])[C:7]2[O:11][C:10]([CH2:13]N)([CH3:12])[CH2:9][C:8]=2[C:15]=1[CH3:16].[C:19](O)(=O)C.[C:23]([BH3-])#[N:24].[Na+].O.C(=O)(O)[O-].[Na+]. The catalyst class is: 370. (2) Reactant: F[C:2]1[CH:9]=[CH:8][C:5]([C:6]#[N:7])=[CH:4][CH:3]=1.C(=O)([O-])[O-].[Cs+].[Cs+].[NH:16]1[CH:20]=[CH:19][CH:18]=[N:17]1. Product: [N:16]1([C:2]2[CH:9]=[CH:8][C:5]([C:6]#[N:7])=[CH:4][CH:3]=2)[CH:20]=[CH:19][CH:18]=[N:17]1. The catalyst class is: 9. (3) Reactant: C([NH:4][C:5]1[CH:6]=[C:7]2[C:12](=[CH:13][CH:14]=1)[N:11]=[C:10]([CH3:15])[CH:9]=[C:8]2OC)(=O)C.[CH3:18][NH:19][CH3:20]. Product: [CH3:18][N:19]([CH3:20])[C:8]1[C:7]2[C:12](=[CH:13][CH:14]=[C:5]([NH2:4])[CH:6]=2)[N:11]=[C:10]([CH3:15])[CH:9]=1. The catalyst class is: 15. (4) Reactant: [OH:1][N:2]=[CH:3][C@H:4]1[CH2:8][N:7]([C:9]([O:11][C:12]([CH3:15])([CH3:14])[CH3:13])=[O:10])[CH2:6][C@@H:5]1[C:16]([O:18][C:19]([CH3:22])([CH3:21])[CH3:20])=[O:17].[Cl:23]N1C(=O)CCC1=O.C1(C)C=CC=CC=1.O. Product: [Cl:23][C:3](=[N:2][OH:1])[C@H:4]1[CH2:8][N:7]([C:9]([O:11][C:12]([CH3:14])([CH3:15])[CH3:13])=[O:10])[CH2:6][C@@H:5]1[C:16]([O:18][C:19]([CH3:22])([CH3:21])[CH3:20])=[O:17]. The catalyst class is: 3. (5) Reactant: O[CH2:2][C:3]([C:5]1[CH:10]=[CH:9][CH:8]=[CH:7][CH:6]=1)=[O:4].[N:11]#[C:12][NH2:13].Cl. Product: [C:5]1([C:3]2[O:4][C:12]([NH2:13])=[N:11][CH:2]=2)[CH:10]=[CH:9][CH:8]=[CH:7][CH:6]=1. The catalyst class is: 8. (6) Reactant: [N+:1]([C:4]1[CH:5]=[C:6]([C:10]2[CH:19]=[CH:18][C:17]3[C:12](=[CH:13][CH:14]=[CH:15][CH:16]=3)[CH:11]=2)[CH:7]=[CH:8][CH:9]=1)([O-])=O.S(S([O-])=O)([O-])=O.[Na+].[Na+].C(=O)([O-])[O-].[Na+].[Na+]. Product: [CH:11]1[C:12]2[C:17](=[CH:16][CH:15]=[CH:14][CH:13]=2)[CH:18]=[CH:19][C:10]=1[C:6]1[CH:5]=[C:4]([CH:9]=[CH:8][CH:7]=1)[NH2:1]. The catalyst class is: 228. (7) Reactant: [F:1][C:2]1[CH:7]=[CH:6][C:5]([N:8]2[C:12]([C:13]3[CH:23]=[CH:22][C:16]4[O:17][CH2:18][C:19](=[O:21])[NH:20][C:15]=4[CH:14]=3)=[CH:11][C:10]([CH2:24][CH2:25][C:26](OC)=[O:27])=[N:9]2)=[CH:4][CH:3]=1.[H-].[Al+3].[Li+].[H-].[H-].[H-]. Product: [F:1][C:2]1[CH:7]=[CH:6][C:5]([N:8]2[C:12]([C:13]3[CH:23]=[CH:22][C:16]4[O:17][CH2:18][C:19](=[O:21])[NH:20][C:15]=4[CH:14]=3)=[CH:11][C:10]([CH2:24][CH2:25][CH2:26][OH:27])=[N:9]2)=[CH:4][CH:3]=1. The catalyst class is: 1. (8) Reactant: [Cl:1][C:2]1[N:6]([C:7]2[CH:12]=[CH:11][C:10]([C:13]3[CH:18]=[CH:17][CH:16]=[C:15]([O:19][CH3:20])[C:14]=3[OH:21])=[CH:9][CH:8]=2)[C:5]([C:22](OCC)=[O:23])=[C:4]([NH:27][C:28]([NH:30][C:31]2[CH:36]=[CH:35][CH:34]=[C:33]([C:37]([O:39]CC)=[O:38])[CH:32]=2)=[O:29])[CH:3]=1.[Na]. Product: [Cl:1][C:2]1[N:6]([C:7]2[CH:12]=[CH:11][C:10]([C:13]3[CH:18]=[CH:17][CH:16]=[C:15]([O:19][CH3:20])[C:14]=3[OH:21])=[CH:9][CH:8]=2)[C:5]2[C:22](=[O:23])[N:30]([C:31]3[CH:32]=[C:33]([CH:34]=[CH:35][CH:36]=3)[C:37]([OH:39])=[O:38])[C:28](=[O:29])[NH:27][C:4]=2[CH:3]=1. The catalyst class is: 8. (9) Reactant: [F:1][C:2]1[CH:3]=[N:4][C:5]([O:17][C:18]2[CH:23]=[CH:22][CH:21]=[C:20]([S:24][CH3:25])[CH:19]=2)=[C:6]([CH:16]=1)[C:7]([NH:9][CH:10]1[CH2:15][CH2:14][NH:13][CH2:12][CH2:11]1)=[O:8].C(N(CC)CC)C.[CH:33]1([C:38](Cl)=[O:39])[CH2:37][CH2:36][CH2:35][CH2:34]1.Cl.CN(C)CCCN=C=NCC. Product: [NH3:4].[F:1][C:2]1[CH:3]=[N:4][C:5]([O:17][C:18]2[CH:23]=[CH:22][CH:21]=[C:20]([S:24][CH3:25])[CH:19]=2)=[C:6]([CH:16]=1)[C:7]([NH:9][CH:10]1[CH2:11][CH2:12][N:13]([C:38]([CH:33]2[CH2:37][CH2:36][CH2:35][CH2:34]2)=[O:39])[CH2:14][CH2:15]1)=[O:8]. The catalyst class is: 4.